Dataset: Peptide-MHC class I binding affinity with 185,985 pairs from IEDB/IMGT. Task: Regression. Given a peptide amino acid sequence and an MHC pseudo amino acid sequence, predict their binding affinity value. This is MHC class I binding data. (1) The peptide sequence is SYFPDSNNV. The MHC is HLA-A02:19 with pseudo-sequence HLA-A02:19. The binding affinity (normalized) is 0.0847. (2) The peptide sequence is DVLEIINDK. The MHC is HLA-A31:01 with pseudo-sequence HLA-A31:01. The binding affinity (normalized) is 0. (3) The peptide sequence is YYKDDISYF. The MHC is HLA-A02:01 with pseudo-sequence HLA-A02:01. The binding affinity (normalized) is 0.0847.